From a dataset of Reaction yield outcomes from USPTO patents with 853,638 reactions. Predict the reaction yield, written as a fraction of the theoretical maximum amount of product (1.0 means a 100% yield; for example, 0.34 means a 34% yield). (1) The reactants are [Br:1][C:2]1[CH:7]=[CH:6][C:5]([NH:8][C:9]2[C:14]([C:15]([O-:17])=[O:16])=[CH:13][N:12]=[C:11]([NH:18][NH2:19])[CH:10]=2)=[C:4]([CH3:20])[CH:3]=1.[C:21](OC(=O)C)(=O)[CH3:22].O.[Li+].[OH-]. The catalyst is N1C=CC=CC=1.CO.C(Cl)Cl. The product is [Br:1][C:2]1[CH:7]=[CH:6][C:5]([NH:8][C:9]2[C:14]([C:15]([OH:17])=[O:16])=[CH:13][N:12]3[C:21]([CH3:22])=[N:19][N:18]=[C:11]3[CH:10]=2)=[C:4]([CH3:20])[CH:3]=1. The yield is 0.740. (2) The catalyst is CC(C)=O. The product is [C:1]([OH:8])(=[O:7])/[CH:2]=[CH:3]\[C:4]([OH:6])=[O:5].[C:9]([O:12][C:13]1[S:21][C:20]2[CH2:19][CH2:18][N:17]([CH:22]([C:30]([CH:32]3[CH2:34][CH2:33]3)=[O:31])[C:23]3[CH:28]=[CH:27][CH:26]=[CH:25][C:24]=3[F:29])[CH2:16][C:15]=2[CH:14]=1)(=[O:11])[CH3:10]. The yield is 0.900. The reactants are [C:1]([OH:8])(=[O:7])/[CH:2]=[CH:3]\[C:4]([OH:6])=[O:5].[C:9]([O:12][C:13]1[S:21][C:20]2[CH2:19][CH2:18][N:17]([CH:22]([C:30]([CH:32]3[CH2:34][CH2:33]3)=[O:31])[C:23]3[CH:28]=[CH:27][CH:26]=[CH:25][C:24]=3[F:29])[CH2:16][C:15]=2[CH:14]=1)(=[O:11])[CH3:10]. (3) The reactants are [C:1]([CH2:4][CH:5]1[C:9]2[C:10]([C:16]([NH:18][C:19]3[C:24]([Cl:25])=[CH:23][N:22]=[CH:21][C:20]=3[Cl:26])=[O:17])=[CH:11][CH:12]=[C:13]([O:14][CH3:15])[C:8]=2[O:7][CH2:6]1)(O)=[O:2].[NH2:27][C:28]1[CH:33]=[CH:32][CH:31]=[CH:30][CH:29]=1. No catalyst specified. The product is [Cl:26][C:20]1[CH:21]=[N:22][CH:23]=[C:24]([Cl:25])[C:19]=1[NH:18][C:16]([C:10]1[C:9]2[CH:5]([CH2:4][C:1]([NH:27][C:28]3[CH:33]=[CH:32][CH:31]=[CH:30][CH:29]=3)=[O:2])[CH2:6][O:7][C:8]=2[C:13]([O:14][CH3:15])=[CH:12][CH:11]=1)=[O:17]. The yield is 0.420.